This data is from Reaction yield outcomes from USPTO patents with 853,638 reactions. The task is: Predict the reaction yield, written as a fraction of the theoretical maximum amount of product (1.0 means a 100% yield; for example, 0.34 means a 34% yield). (1) The reactants are C[O:2][C:3]1[CH:12]=[CH:11][C:6]2[N:7]=[C:8]([NH2:10])[S:9][C:5]=2[CH:4]=1.[I-].[Na+].[OH-].[Na+].Cl. The catalyst is C(O)(=O)C.Br.O. The product is [NH2:10][C:8]1[S:9][C:5]2[CH:4]=[C:3]([OH:2])[CH:12]=[CH:11][C:6]=2[N:7]=1. The yield is 0.720. (2) The reactants are Cl.[S:2]([N:12]1[C:16]2=[N:17][CH:18]=[C:19]([CH2:21][NH2:22])[N:20]=[C:15]2[CH:14]=[CH:13]1)([C:5]1[CH:11]=[CH:10][C:8]([CH3:9])=[CH:7][CH:6]=1)(=[O:4])=[O:3].[C:23]([O:27][C:28]([N:30]1[CH2:35][CH2:34][C@@H:33]([CH3:36])[C@@H:32]([C:37](O)=[O:38])[CH2:31]1)=[O:29])([CH3:26])([CH3:25])[CH3:24].CN(C(ON1N=NC2C=CC=NC1=2)=[N+](C)C)C.F[P-](F)(F)(F)(F)F.CCN(C(C)C)C(C)C. The catalyst is C(Cl)Cl. The product is [C:23]([O:27][C:28]([N:30]1[CH2:35][CH2:34][C@@H:33]([CH3:36])[C@@H:32]([C:37](=[O:38])[NH:22][CH2:21][C:19]2[N:20]=[C:15]3[CH:14]=[CH:13][N:12]([S:2]([C:5]4[CH:6]=[CH:7][C:8]([CH3:9])=[CH:10][CH:11]=4)(=[O:3])=[O:4])[C:16]3=[N:17][CH:18]=2)[CH2:31]1)=[O:29])([CH3:25])([CH3:26])[CH3:24]. The yield is 0.960. (3) The reactants are [Cl-].[NH4+:2].[OH-].[NH4+].Cl[O-].[Na+].[F:8][C:9]1[CH:10]=[C:11]([C:14]([O:16][CH3:17])=[O:15])[NH:12][CH:13]=1.[H-].[Na+].NCl. The catalyst is C(OCC)C.CN(C=O)C. The product is [NH2:2][N:12]1[CH:13]=[C:9]([F:8])[CH:10]=[C:11]1[C:14]([O:16][CH3:17])=[O:15]. The yield is 0.910.